This data is from Peptide-MHC class II binding affinity with 134,281 pairs from IEDB. The task is: Regression. Given a peptide amino acid sequence and an MHC pseudo amino acid sequence, predict their binding affinity value. This is MHC class II binding data. (1) The peptide sequence is VSGAAVVSGFVVASL. The MHC is HLA-DQA10102-DQB10602 with pseudo-sequence HLA-DQA10102-DQB10602. The binding affinity (normalized) is 0.0945. (2) The peptide sequence is MMLVSVAGRVDGLELK. The MHC is DRB1_0701 with pseudo-sequence DRB1_0701. The binding affinity (normalized) is 0.778.